Dataset: Reaction yield outcomes from USPTO patents with 853,638 reactions. Task: Predict the reaction yield, written as a fraction of the theoretical maximum amount of product (1.0 means a 100% yield; for example, 0.34 means a 34% yield). (1) The reactants are C(O)(=O)C(O)=O.[NH2:7][C@:8]([CH3:30])([CH2:11][CH2:12][C:13]1[O:14][C:15]([C:18](=[O:29])[CH2:19][CH2:20][CH2:21][CH2:22][C:23]2[CH:28]=[CH:27][CH:26]=[CH:25][CH:24]=2)=[CH:16][CH:17]=1)[CH2:9][OH:10].[C:31](O[C:31]([O:33][C:34]([CH3:37])([CH3:36])[CH3:35])=[O:32])([O:33][C:34]([CH3:37])([CH3:36])[CH3:35])=[O:32].C(N(CC)CC)C. The catalyst is ClCCl. The product is [C:34]([O:33][C:31]([NH:7][C@:8]([CH3:30])([CH2:11][CH2:12][C:13]1[O:14][C:15]([C:18](=[O:29])[CH2:19][CH2:20][CH2:21][CH2:22][C:23]2[CH:24]=[CH:25][CH:26]=[CH:27][CH:28]=2)=[CH:16][CH:17]=1)[CH2:9][OH:10])=[O:32])([CH3:37])([CH3:36])[CH3:35]. The yield is 0.880. (2) The reactants are [N+:1]([C:4]1[CH:26]=[CH:25][C:7]2[S:8][CH2:9][CH2:10][N:11]([CH:12]3[CH2:17][CH2:16][N:15]([C:18]([O:20][C:21]([CH3:24])([CH3:23])[CH3:22])=[O:19])[CH2:14][CH2:13]3)[C:6]=2[CH:5]=1)([O-])=O.I.[S:28]1[CH:32]=[CH:31][CH:30]=[C:29]1[C:33](SC)=[NH:34]. The catalyst is C(O)C.O1CCCC1.C(OCC)(=O)C.[Pd]. The product is [S:28]1[CH:32]=[CH:31][CH:30]=[C:29]1[C:33](=[NH:34])[NH:1][C:4]1[CH:26]=[CH:25][C:7]2[S:8][CH2:9][CH2:10][N:11]([CH:12]3[CH2:17][CH2:16][N:15]([C:18]([O:20][C:21]([CH3:24])([CH3:23])[CH3:22])=[O:19])[CH2:14][CH2:13]3)[C:6]=2[CH:5]=1. The yield is 0.712. (3) The reactants are [CH2:1]([C:3]1[N:7]([C:8]2[N:16]=[C:15]3[C:11]([N:12]=[C:13]([CH:18]4[CH2:21][N:20](C(OC(C)(C)C)=O)[CH2:19]4)[N:14]3[CH3:17])=[C:10]([N:29]3[CH2:34][CH2:33][O:32][CH2:31][CH2:30]3)[N:9]=2)[C:6]2[CH:35]=[CH:36][CH:37]=[CH:38][C:5]=2[N:4]=1)[CH3:2].C(O)(C(F)(F)F)=O. The catalyst is C(Cl)Cl. The product is [NH:20]1[CH2:19][CH:18]([C:13]2[N:14]([CH3:17])[C:15]3[C:11]([N:12]=2)=[C:10]([N:29]2[CH2:30][CH2:31][O:32][CH2:33][CH2:34]2)[N:9]=[C:8]([N:7]2[C:6]4[CH:35]=[CH:36][CH:37]=[CH:38][C:5]=4[N:4]=[C:3]2[CH2:1][CH3:2])[N:16]=3)[CH2:21]1. The yield is 0.850. (4) The reactants are [H-].[Na+].CS(C)=O.[I-].[CH3:8][S+](C)(C)=O.[CH2:13]([O:15][C:16](=[O:31])[CH:17]=[C:18]1[CH2:23][CH2:22][N:21]([C:24]([O:26][C:27]([CH3:30])([CH3:29])[CH3:28])=[O:25])[CH2:20][CH2:19]1)[CH3:14]. The catalyst is O. The product is [CH:17]1([C:16]([O:15][CH2:13][CH3:14])=[O:31])[C:18]2([CH2:23][CH2:22][N:21]([C:24]([O:26][C:27]([CH3:30])([CH3:29])[CH3:28])=[O:25])[CH2:20][CH2:19]2)[CH2:8]1. The yield is 0.540. (5) The reactants are C([O:3][C:4]([C:6]1[C:7]([C:12]2[CH:17]=[CH:16][CH:15]=[C:14]([Cl:18])[CH:13]=2)=[N:8][O:9][C:10]=1[CH3:11])=[O:5])C.[OH-].[Na+].Cl.O. The catalyst is C(O)C. The product is [Cl:18][C:14]1[CH:13]=[C:12]([C:7]2[C:6]([C:4]([OH:5])=[O:3])=[C:10]([CH3:11])[O:9][N:8]=2)[CH:17]=[CH:16][CH:15]=1. The yield is 0.970. (6) The reactants are [O:1]=[C:2]1[CH2:10][C:9]2[C:4](=[CH:5][CH:6]=[C:7]([C:11]([OH:13])=O)[CH:8]=2)[NH:3]1.F[B-](F)(F)F.N1(OC(N(C)C)=[N+](C)C)C2C=CC=CC=2N=N1.O.ON1C2C=CC=CC=2N=N1.C(N(CC)C(C)C)(C)C.[CH2:56]([NH2:63])[C:57]1[CH:62]=[CH:61][CH:60]=[CH:59][CH:58]=1. The catalyst is C(#N)C.CN(C)C=O. The product is [CH2:56]([NH:63][C:11]([C:7]1[CH:8]=[C:9]2[C:4](=[CH:5][CH:6]=1)[NH:3][C:2](=[O:1])[CH2:10]2)=[O:13])[C:57]1[CH:62]=[CH:61][CH:60]=[CH:59][CH:58]=1. The yield is 0.300. (7) The reactants are [C:1]1([S:7](/[CH:9]=[C:10](\[C:15]2[CH:20]=[C:19]([Cl:21])[CH:18]=[C:17]([Cl:22])[CH:16]=2)/[C:11]([F:14])([F:13])[F:12])=[O:8])[CH:6]=[CH:5][CH:4]=[CH:3][CH:2]=1.[CH2:23]([N:30]([CH2:34][Si](C)(C)C)[CH2:31]OC)[C:24]1[CH:29]=[CH:28][CH:27]=[CH:26][CH:25]=1. The catalyst is C1(C)C=CC=CC=1.FC(F)(F)C(O)=O. The product is [Cl-:21].[CH2:23]([NH+:30]1[CH2:34][CH:9]([S:7]([C:1]2[CH:2]=[CH:3][CH:4]=[CH:5][CH:6]=2)=[O:8])[C:10]([C:15]2[CH:20]=[C:19]([Cl:21])[CH:18]=[C:17]([Cl:22])[CH:16]=2)([C:11]([F:14])([F:12])[F:13])[CH2:31]1)[C:24]1[CH:29]=[CH:28][CH:27]=[CH:26][CH:25]=1. The yield is 0.860. (8) The reactants are Br[C:2]1[CH:11]=[C:10]2[C:5]([CH:6]=[C:7]([NH:12][C:13]([CH:15]3[CH2:17][CH2:16]3)=[O:14])[N:8]=[CH:9]2)=[CH:4][CH:3]=1.N1C2C(=CC=C3C=2N=CC=C3)C=CC=1.C(=O)([O-])[O-].[Cs+].[Cs+].[CH2:38]([OH:41])[CH2:39][OH:40]. The catalyst is [Cu]I. The product is [OH:40][CH2:39][CH2:38][O:41][C:2]1[CH:11]=[C:10]2[C:5]([CH:6]=[C:7]([NH:12][C:13]([CH:15]3[CH2:17][CH2:16]3)=[O:14])[N:8]=[CH:9]2)=[CH:4][CH:3]=1. The yield is 0.143.